Dataset: Peptide-MHC class II binding affinity with 134,281 pairs from IEDB. Task: Regression. Given a peptide amino acid sequence and an MHC pseudo amino acid sequence, predict their binding affinity value. This is MHC class II binding data. (1) The peptide sequence is VIDVKLVDANGTLHD. The MHC is DRB3_0101 with pseudo-sequence DRB3_0101. The binding affinity (normalized) is 0.345. (2) The peptide sequence is AAIRFFDHAIGINVP. The MHC is HLA-DQA10501-DQB10301 with pseudo-sequence HLA-DQA10501-DQB10301. The binding affinity (normalized) is 0.189. (3) The peptide sequence is EHGSDEWVAMTKGEGGVWTF. The MHC is DRB1_1001 with pseudo-sequence DRB1_1001. The binding affinity (normalized) is 0.565. (4) The peptide sequence is IPFVHLGHRDALEDD. The MHC is DRB1_0802 with pseudo-sequence DRB1_0802. The binding affinity (normalized) is 0.222. (5) The peptide sequence is SDAKTLVLNIKYTRP. The MHC is DRB1_0802 with pseudo-sequence DRB1_0802. The binding affinity (normalized) is 0.615. (6) The peptide sequence is NVWEVKSSKPLVGPF. The MHC is HLA-DQA10501-DQB10201 with pseudo-sequence HLA-DQA10501-DQB10201. The binding affinity (normalized) is 0.351. (7) The binding affinity (normalized) is 0.212. The MHC is DRB1_1501 with pseudo-sequence DRB1_1501. The peptide sequence is QNITVVLHKTSEPGKY. (8) The peptide sequence is ESEFQAALSRKVAKL. The MHC is DRB1_1101 with pseudo-sequence DRB1_1101. The binding affinity (normalized) is 0.499. (9) The peptide sequence is MSLFEVDQTKIQYVI. The MHC is DRB1_1101 with pseudo-sequence DRB1_1101. The binding affinity (normalized) is 0.407.